This data is from Catalyst prediction with 721,799 reactions and 888 catalyst types from USPTO. The task is: Predict which catalyst facilitates the given reaction. (1) Product: [CH2:2]([C:6]1[O:7][C:8]2[CH:35]=[CH:34][C:33]([OH:36])=[CH:32][C:9]=2[C:10]=1[C:11](=[O:31])[C:12]1[CH:13]=[CH:14][C:15]([O:18][CH2:19][CH2:20][CH2:21][N:22]([CH2:23][CH2:24][CH2:25][CH3:26])[CH2:27][CH2:28][CH2:29][CH3:30])=[CH:16][CH:17]=1)[CH2:3][CH2:4][CH3:5]. Reactant: Cl.[CH2:2]([C:6]1[O:7][C:8]2[CH:35]=[CH:34][C:33]([OH:36])=[CH:32][C:9]=2[C:10]=1[C:11](=[O:31])[C:12]1[CH:17]=[CH:16][C:15]([O:18][CH2:19][CH2:20][CH2:21][N:22]([CH2:27][CH2:28][CH2:29][CH3:30])[CH2:23][CH2:24][CH2:25][CH3:26])=[CH:14][CH:13]=1)[CH2:3][CH2:4][CH3:5].C(=O)(O)[O-].[Na+]. The catalyst class is: 4. (2) Product: [Cl:1][C:2]1[CH:3]=[C:4]([CH:8]=[CH:9][N:10]=1)[C:5]([N:12]([O:13][CH3:14])[CH3:11])=[O:6]. Reactant: [Cl:1][C:2]1[CH:3]=[C:4]([CH:8]=[CH:9][N:10]=1)[C:5](O)=[O:6].[CH3:11][NH:12][O:13][CH3:14].C(OCC)C. The catalyst class is: 2. (3) Reactant: [CH3:1][O:2][C:3]1[CH:4]=[C:5]2[C:10](=[CH:11][C:12]=1[O:13][CH3:14])[N:9]=[CH:8][CH:7]=[C:6]2[O:15][C:16]1[CH:22]=[CH:21][C:19]([NH2:20])=[CH:18][C:17]=1[O:23][CH3:24].C(N(CC)CC)C.ClC(Cl)(O[C:36](=[O:42])OC(Cl)(Cl)Cl)Cl.[S:44]1[CH:48]=[CH:47][N:46]=[C:45]1[CH:49]([NH2:51])[CH3:50]. Product: [CH3:1][O:2][C:3]1[CH:4]=[C:5]2[C:10](=[CH:11][C:12]=1[O:13][CH3:14])[N:9]=[CH:8][CH:7]=[C:6]2[O:15][C:16]1[CH:22]=[CH:21][C:19]([NH:20][C:36]([NH:51][CH:49]([C:45]2[S:44][CH:48]=[CH:47][N:46]=2)[CH3:50])=[O:42])=[CH:18][C:17]=1[O:23][CH3:24]. The catalyst class is: 22. (4) Reactant: [F:1][C:2]1[CH:3]=[C:4]([CH:8]=[CH:9][C:10]=1[C:11]1[C:19]2[C:14](=[CH:15][CH:16]=[C:17]([C:20]3[O:21][C:22]([NH:25][CH:26]([CH3:28])[CH3:27])=[N:23][N:24]=3)[CH:18]=2)[N:13]([S:29]([C:32]2[CH:38]=[CH:37][C:35]([CH3:36])=[CH:34][CH:33]=2)(=[O:31])=[O:30])[CH:12]=1)[C:5](O)=[O:6].CC[N:41]=C=NCCCN(C)C.Cl.C1C=CC2N(O)N=NC=2C=1.N. Product: [F:1][C:2]1[CH:3]=[C:4]([CH:8]=[CH:9][C:10]=1[C:11]1[C:19]2[C:14](=[CH:15][CH:16]=[C:17]([C:20]3[O:21][C:22]([NH:25][CH:26]([CH3:27])[CH3:28])=[N:23][N:24]=3)[CH:18]=2)[N:13]([S:29]([C:32]2[CH:33]=[CH:34][C:35]([CH3:36])=[CH:37][CH:38]=2)(=[O:30])=[O:31])[CH:12]=1)[C:5]([NH2:41])=[O:6]. The catalyst class is: 3. (5) Reactant: [OH:1][N:2]([CH3:30])[C:3](=[NH:29])/[C:4](=[N:12]\[O:13][CH2:14][C:15]1[N:20]=[C:19]([NH:21][C:22](=[O:28])[O:23][C:24]([CH3:27])([CH3:26])[CH3:25])[CH:18]=[CH:17][CH:16]=1)/[C:5]1[CH:10]=[CH:9][CH:8]=[C:7]([F:11])[CH:6]=1.[C:31](N1C=CN=C1)(N1C=CN=C1)=[O:32]. Product: [CH3:30][N:2]1[C:3](/[C:4](=[N:12]\[O:13][CH2:14][C:15]2[N:20]=[C:19]([NH:21][C:22](=[O:28])[O:23][C:24]([CH3:25])([CH3:26])[CH3:27])[CH:18]=[CH:17][CH:16]=2)/[C:5]2[CH:10]=[CH:9][CH:8]=[C:7]([F:11])[CH:6]=2)=[N:29][C:31](=[O:32])[O:1]1. The catalyst class is: 10. (6) Reactant: C[O:2][C:3](=[O:35])[CH2:4][C:5]1[CH:6]=[C:7]([C:13]2[CH:18]=[CH:17][C:16]([C:19]([F:22])([F:21])[F:20])=[CH:15][C:14]=2[CH2:23][NH:24][C@@H:25]([CH3:34])[C@H:26]([OH:33])[C:27]2[CH:32]=[CH:31][CH:30]=[CH:29][CH:28]=2)[C:8]([O:11][CH3:12])=[CH:9][CH:10]=1.[OH-].[Na+]. Product: [OH:33][C@H:26]([C:27]1[CH:28]=[CH:29][CH:30]=[CH:31][CH:32]=1)[C@@H:25]([NH:24][CH2:23][C:14]1[CH:15]=[C:16]([C:19]([F:22])([F:21])[F:20])[CH:17]=[CH:18][C:13]=1[C:7]1[C:8]([O:11][CH3:12])=[CH:9][CH:10]=[C:5]([CH2:4][C:3]([OH:35])=[O:2])[CH:6]=1)[CH3:34]. The catalyst class is: 92. (7) Product: [N:23]1([C:27]([C:29]2[N:30]=[CH:31][C:32]([O:1][C:2]3[CH:3]=[C:4]([CH:14]=[C:15]([O:17][C@@H:18]4[CH2:22][CH2:21][O:20][CH2:19]4)[CH:16]=3)[C:5]([NH:7][C:8]3[CH:12]=[CH:11][N:10]([CH3:13])[N:9]=3)=[O:6])=[CH:33][CH:34]=2)=[O:28])[CH2:26][CH2:25][CH2:24]1. Reactant: [OH:1][C:2]1[CH:3]=[C:4]([CH:14]=[C:15]([O:17][C@@H:18]2[CH2:22][CH2:21][O:20][CH2:19]2)[CH:16]=1)[C:5]([NH:7][C:8]1[CH:12]=[CH:11][N:10]([CH3:13])[N:9]=1)=[O:6].[N:23]1([C:27]([C:29]2[CH:34]=[CH:33][C:32](Br)=[CH:31][N:30]=2)=[O:28])[CH2:26][CH2:25][CH2:24]1.C(=O)([O-])[O-].[Cs+].[Cs+]. The catalyst class is: 10. (8) Reactant: [Cl:1][C:2]1[C:3]([F:45])=[C:4]([C@@H:8]2[C@:12]([C:15]3[CH:20]=[CH:19][C:18]([Cl:21])=[CH:17][C:16]=3[F:22])([C:13]#[N:14])[C@H:11]([CH2:23][C:24]([CH3:27])([CH3:26])[CH3:25])[NH:10][C@H:9]2[C:28]([NH:30][C:31]2[CH:42]=[CH:41][C:34]([C:35]([O:37][CH2:38][CH2:39]I)=[O:36])=[CH:33][C:32]=2[O:43][CH3:44])=[O:29])[CH:5]=[CH:6][CH:7]=1.[C:46]([O:50][P:51]([O-:58])([O:53][C:54]([CH3:57])([CH3:56])[CH3:55])=[O:52])([CH3:49])([CH3:48])[CH3:47].[K+]. Product: [Cl:1][C:2]1[C:3]([F:45])=[C:4]([C@@H:8]2[C@:12]([C:15]3[CH:20]=[CH:19][C:18]([Cl:21])=[CH:17][C:16]=3[F:22])([C:13]#[N:14])[C@H:11]([CH2:23][C:24]([CH3:27])([CH3:26])[CH3:25])[NH:10][C@H:9]2[C:28]([NH:30][C:31]2[CH:42]=[CH:41][C:34]([C:35]([O:37][CH2:38][CH2:39][O:58][P:51]([O:50][C:46]([CH3:49])([CH3:48])[CH3:47])([O:53][C:54]([CH3:55])([CH3:56])[CH3:57])=[O:52])=[O:36])=[CH:33][C:32]=2[O:43][CH3:44])=[O:29])[CH:5]=[CH:6][CH:7]=1. The catalyst class is: 42. (9) Reactant: [NH:1]1[CH:8]=[CH:7][C:5](=[O:6])[NH:4][C:2]1=[O:3].C(N(CC)CC)C.FC(F)(F)S(O[Si](C)(C)C)(=O)=O.[Si:28]([O:35][CH2:36][C@@H:37]1[C@@H:44]2[C@@H:40]([O:41][C:42]([CH3:46])([CH3:45])[O:43]2)[CH2:39][S@:38]1=O)([C:31]([CH3:34])([CH3:33])[CH3:32])([CH3:30])[CH3:29]. Product: [Si:28]([O:35][CH2:36][C@@H:37]1[C@H:44]2[O:43][C:42]([CH3:46])([CH3:45])[O:41][C@H:40]2[C@H:39]([N:1]2[CH:8]=[CH:7][C:5](=[O:6])[NH:4][C:2]2=[O:3])[S:38]1)([C:31]([CH3:34])([CH3:32])[CH3:33])([CH3:29])[CH3:30]. The catalyst class is: 451.